From a dataset of Experimentally validated miRNA-target interactions with 360,000+ pairs, plus equal number of negative samples. Binary Classification. Given a miRNA mature sequence and a target amino acid sequence, predict their likelihood of interaction. The miRNA is hsa-miR-5680 with sequence GAGAAAUGCUGGACUAAUCUGC. The protein sequence of the target gene is MDAFSGSGLKRKFDDVDVGSSVSNSDDEMSSSDSADSCDSLNPPTTASFTPTSILKRQKQLRRKNVRFDQVTVYYFARRQGFTSVPSQGGSSLGMAQRHNSVRSYTLCEFAQEQEVNHREILREHLKEEKLHAKKMKLTKNGTVESVEADGLTLDDVSDEDIDVENVEVDDYFFLQPLPTKRRRALLRASGVHRIDAEEKQELRAIRLSREECGCDCRLYCDPEACACSQAGIKCQVDRMSFPCGCSRDGCGNMAGRIEFNPIRVRTHYLHTIMKLELESKRQVSRPAAEEEPLPGAQSS.... Result: 0 (no interaction).